From a dataset of Full USPTO retrosynthesis dataset with 1.9M reactions from patents (1976-2016). Predict the reactants needed to synthesize the given product. (1) Given the product [CH3:16][O:15][C:11]1[C:10]([N+:17]([O-:19])=[O:18])=[C:9]([CH:14]=[CH:13][CH:12]=1)[NH2:8], predict the reactants needed to synthesize it. The reactants are: C(OC([NH:8][C:9]1[CH:14]=[CH:13][CH:12]=[C:11]([O:15][CH3:16])[C:10]=1[N+:17]([O-:19])=[O:18])=O)(C)(C)C.FC(F)(F)C(O)=O. (2) Given the product [CH3:8][C:6]1[C:5]([C:9]([F:11])([F:12])[F:10])=[CH:4][C:3]2[N:13]([CH2:14][CH2:15][CH2:16][CH2:17][CH2:18][CH2:19][C:20]([O:22][CH2:23][CH3:24])=[O:21])[C:30]3[C:32]([C:34](=[O:35])[NH:26][C:27](=[O:28])[N:29]=3)=[N:1][C:2]=2[CH:7]=1, predict the reactants needed to synthesize it. The reactants are: [NH2:1][C:2]1[CH:7]=[C:6]([CH3:8])[C:5]([C:9]([F:12])([F:11])[F:10])=[CH:4][C:3]=1[NH:13][CH2:14][CH2:15][CH2:16][CH2:17][CH2:18][CH2:19][C:20]([O:22][CH2:23][CH3:24])=[O:21].O.[NH:26]1[C:34](=[O:35])[C:32](=O)[C:30](=O)[NH:29][C:27]1=[O:28].B(O)(O)O.